Dataset: Peptide-MHC class II binding affinity with 134,281 pairs from IEDB. Task: Regression. Given a peptide amino acid sequence and an MHC pseudo amino acid sequence, predict their binding affinity value. This is MHC class II binding data. (1) The peptide sequence is PEVKYTVFETALKKAITAMS. The MHC is DRB1_0401 with pseudo-sequence DRB1_0401. The binding affinity (normalized) is 0.719. (2) The peptide sequence is TIKQKKPDFILATDI. The MHC is HLA-DQA10501-DQB10402 with pseudo-sequence HLA-DQA10501-DQB10402. The binding affinity (normalized) is 0.289. (3) The peptide sequence is TPVNIIGRNLLTQIG. The MHC is DRB1_1501 with pseudo-sequence DRB1_1501. The binding affinity (normalized) is 0.570.